Dataset: Peptide-MHC class I binding affinity with 185,985 pairs from IEDB/IMGT. Task: Regression. Given a peptide amino acid sequence and an MHC pseudo amino acid sequence, predict their binding affinity value. This is MHC class I binding data. (1) The peptide sequence is TMGAASITL. The MHC is HLA-A02:06 with pseudo-sequence HLA-A02:06. The binding affinity (normalized) is 0.570. (2) The peptide sequence is KVMALPIPH. The MHC is HLA-A26:01 with pseudo-sequence HLA-A26:01. The binding affinity (normalized) is 0.0847. (3) The peptide sequence is CAHWKEAKM. The MHC is HLA-B08:02 with pseudo-sequence HLA-B08:02. The binding affinity (normalized) is 0.0847. (4) The peptide sequence is CHEGINPNMS. The MHC is H-2-Kb with pseudo-sequence H-2-Kb. The binding affinity (normalized) is 0. (5) The binding affinity (normalized) is 0. The MHC is H-2-Dd with pseudo-sequence H-2-Dd. The peptide sequence is QYITALNHL. (6) The binding affinity (normalized) is 0.535. The MHC is HLA-A02:06 with pseudo-sequence HLA-A02:06. The peptide sequence is YTRPEIDVL. (7) The peptide sequence is HGTGTGYTM. The MHC is Mamu-A02 with pseudo-sequence Mamu-A02. The binding affinity (normalized) is 0.609.